The task is: Predict the reaction yield, written as a fraction of the theoretical maximum amount of product (1.0 means a 100% yield; for example, 0.34 means a 34% yield).. This data is from Reaction yield outcomes from USPTO patents with 853,638 reactions. The reactants are [F:1][C:2]1([F:10])[CH2:7][CH2:6][CH:5]([CH2:8][NH2:9])[CH2:4][CH2:3]1.Cl[C:12]1[CH:13]=[CH:14][C:15]2[N:16]([C:18]([C:21]3[CH:26]=[CH:25][CH:24]=[C:23]([O:27][C:28]([F:31])([F:30])[F:29])[CH:22]=3)=[CH:19][N:20]=2)[N:17]=1.CCN(C(C)C)C(C)C.[F-].[Cs+]. The catalyst is CS(C)=O. The product is [F:1][C:2]1([F:10])[CH2:7][CH2:6][CH:5]([CH2:8][NH:9][C:12]2[CH:13]=[CH:14][C:15]3[N:16]([C:18]([C:21]4[CH:26]=[CH:25][CH:24]=[C:23]([O:27][C:28]([F:29])([F:31])[F:30])[CH:22]=4)=[CH:19][N:20]=3)[N:17]=2)[CH2:4][CH2:3]1. The yield is 0.100.